Dataset: Catalyst prediction with 721,799 reactions and 888 catalyst types from USPTO. Task: Predict which catalyst facilitates the given reaction. (1) Reactant: [C:1]([O:5][C:6](=[O:15])[NH:7][C:8]1[CH:13]=[CH:12][CH:11]=[C:10]([NH2:14])[CH:9]=1)([CH3:4])([CH3:3])[CH3:2].C(O)(=O)C.C(O[C:23]1(O[Si](C)(C)C)[CH2:25][CH2:24]1)C.[BH4-].[Na+].C(=O)([O-])O.[Na+]. Product: [CH:23]1([NH:14][C:10]2[CH:9]=[C:8]([NH:7][C:6](=[O:15])[O:5][C:1]([CH3:4])([CH3:2])[CH3:3])[CH:13]=[CH:12][CH:11]=2)[CH2:25][CH2:24]1. The catalyst class is: 111. (2) Reactant: [F:1][C:2]1[C:7]([C:8]2[NH:12][CH:11]=[C:10]([CH:13]=[O:14])[CH:9]=2)=[CH:6][CH:5]=[CH:4][N:3]=1.[H-].[Na+].C1OCCOCCOCCOCCOC1.[F:32][C:33]1[CH:38]=[CH:37][CH:36]=[CH:35][C:34]=1[S:39](Cl)(=[O:41])=[O:40]. Product: [F:32][C:33]1[CH:38]=[CH:37][CH:36]=[CH:35][C:34]=1[S:39]([N:12]1[C:8]([C:7]2[C:2]([F:1])=[N:3][CH:4]=[CH:5][CH:6]=2)=[CH:9][C:10]([CH:13]=[O:14])=[CH:11]1)(=[O:41])=[O:40]. The catalyst class is: 334. (3) Reactant: [OH:1][C:2]1[CH:3]=[C:4]([CH:9]=[C:10]([OH:12])[CH:11]=1)[C:5]([O:7][CH3:8])=[O:6].[C:13]([O-])([O-])=O.[K+].[K+].IC. Product: [OH:1][C:2]1[CH:3]=[C:4]([CH:9]=[C:10]([O:12][CH3:13])[CH:11]=1)[C:5]([O:7][CH3:8])=[O:6]. The catalyst class is: 21. (4) Reactant: [Br:1][C:2]1[CH:10]=[CH:9][CH:8]=[CH:7][C:3]=1[C:4]([NH2:6])=[O:5].C(Cl)(=O)[C:12](Cl)=[O:13].[NH2:17][C:18]1[CH:19]=[C:20]([CH:25]=[CH:26][CH:27]=1)[C:21]([O:23][CH3:24])=[O:22]. Product: [Br:1][C:2]1[CH:10]=[CH:9][CH:8]=[CH:7][C:3]=1[C:4]([NH:6][C:12](=[O:13])[NH:17][C:18]1[CH:19]=[C:20]([CH:25]=[CH:26][CH:27]=1)[C:21]([O:23][CH3:24])=[O:22])=[O:5]. The catalyst class is: 2. (5) Reactant: C[Si]([N-][Si](C)(C)C)(C)C.[K+].[CH3:11][C@H:12]1[NH:17][C@@H:16]([CH3:18])[CH2:15][N:14]([C:19]([O:21][C:22]([CH3:25])([CH3:24])[CH3:23])=[O:20])[CH2:13]1.Br[C:27]1[CH:32]=[CH:31][CH:30]=[CH:29][C:28]=1[CH3:33]. Product: [CH3:18][CH:16]1[N:17]([C:32]2[CH:27]=[C:28]([CH3:33])[CH:29]=[CH:30][CH:31]=2)[CH:12]([CH3:11])[CH2:13][N:14]([C:19]([O:21][C:22]([CH3:23])([CH3:25])[CH3:24])=[O:20])[CH2:15]1. The catalyst class is: 12.